Dataset: Reaction yield outcomes from USPTO patents with 853,638 reactions. Task: Predict the reaction yield, written as a fraction of the theoretical maximum amount of product (1.0 means a 100% yield; for example, 0.34 means a 34% yield). The yield is 0.510. The reactants are [F:1][C:2]([F:11])([F:10])[C:3]1[CH:8]=[CH:7][C:6]([OH:9])=[CH:5][CH:4]=1.[CH2:12](Br)[CH:13]=[CH2:14].C([O-])([O-])=O.[Cs+].[Cs+]. The product is [CH2:14]([O:9][C:6]1[CH:5]=[CH:4][C:3]([C:2]([F:10])([F:11])[F:1])=[CH:8][CH:7]=1)[CH:13]=[CH2:12]. The catalyst is O.CN(C=O)C.